This data is from Catalyst prediction with 721,799 reactions and 888 catalyst types from USPTO. The task is: Predict which catalyst facilitates the given reaction. (1) Product: [C:7]1([CH2:19][OH:20])[CH:8]=[N:9][N:10]2[CH:15]=[CH:14][C:13]3[O:16][CH2:17][CH2:18][C:12]=3[C:11]=12. Reactant: [H-].[Al+3].[Li+].[H-].[H-].[H-].[C:7]1([C:19](OCC)=[O:20])[CH:8]=[N:9][N:10]2[CH:15]=[CH:14][C:13]3[O:16][CH2:17][CH2:18][C:12]=3[C:11]=12.O.O.O.O.O.O.O.O.O.O.S([O-])([O-])(=O)=O.[Na+].[Na+]. The catalyst class is: 7. (2) Reactant: [CH3:1]C(C)([O-])C.[K+].[CH3:7][CH:8]([CH2:12][CH3:13])[C:9](=[O:11])[CH3:10].[C:14]([O:19]CCC)(=O)[CH2:15][CH2:16][CH3:17]. Product: [CH3:1][CH:15]([C:14](=[O:19])[CH2:10][C:9](=[O:11])[CH:8]([CH3:7])[CH2:12][CH3:13])[CH2:16][CH3:17]. The catalyst class is: 3. (3) Reactant: [O:1]1[C:5]2[CH:6]=[CH:7][CH:8]=[CH:9][C:4]=2[C:3]([CH2:10]O)=[CH:2]1.P(Br)(Br)[Br:13]. Product: [Br:13][CH2:10][C:3]1[C:4]2[CH:9]=[CH:8][CH:7]=[CH:6][C:5]=2[O:1][CH:2]=1. The catalyst class is: 27. (4) Reactant: [NH2:1][C:2]1[CH:17]=[CH:16][CH:15]=[C:14]([Cl:18])[C:3]=1[C:4]([NH:6][C:7]1[CH:12]=[CH:11][CH:10]=[CH:9][C:8]=1[F:13])=[O:5].[Cl:19][CH2:20][C:21](Cl)=O. The catalyst class is: 15. Product: [Cl:18][C:14]1[CH:15]=[CH:16][CH:17]=[C:2]2[C:3]=1[C:4](=[O:5])[N:6]([C:7]1[CH:12]=[CH:11][CH:10]=[CH:9][C:8]=1[F:13])[C:21]([CH2:20][Cl:19])=[N:1]2. (5) Reactant: Br[CH2:2][CH2:3][CH2:4][CH2:5][C:6]([CH3:15])([C:9]1[CH:14]=[CH:13][CH:12]=[CH:11][CH:10]=1)[CH2:7][OH:8].[C:16]1(=[O:26])[NH:20][C:19](=[O:21])[C:18]2=[CH:22][CH:23]=[CH:24][CH:25]=[C:17]12.[K]. Product: [C:16]1(=[O:26])[N:20]([CH2:2][CH2:3][CH2:4][CH2:5][C:6]([CH3:15])([C:9]2[CH:14]=[CH:13][CH:12]=[CH:11][CH:10]=2)[CH2:7][OH:8])[C:19](=[O:21])[C:18]2=[CH:22][CH:23]=[CH:24][CH:25]=[C:17]12. The catalyst class is: 18.